Dataset: Catalyst prediction with 721,799 reactions and 888 catalyst types from USPTO. Task: Predict which catalyst facilitates the given reaction. (1) Reactant: [CH2:1]([N:8]([CH2:14]OC)[CH2:9][Si](C)(C)C)[C:2]1[CH:7]=[CH:6][CH:5]=[CH:4][CH:3]=1.[Si:17]([O:24][CH2:25][C@@H:26]([CH3:30])/[CH:27]=[CH:28]/[CH3:29])([C:20]([CH3:23])([CH3:22])[CH3:21])([CH3:19])[CH3:18].FC(F)(F)[C:33](O)=[O:34].O.C(=O)(O)[O-:40].[Na+]. Product: [CH3:33][O:34][C:29]([CH:28]1[CH:27]([C@H:26]([CH3:30])[CH2:25][O:24][Si:17]([C:20]([CH3:21])([CH3:22])[CH3:23])([CH3:19])[CH3:18])[CH2:9][N:8]([CH2:1][C:2]2[CH:3]=[CH:4][CH:5]=[CH:6][CH:7]=2)[CH2:14]1)=[O:40]. The catalyst class is: 4. (2) The catalyst class is: 34. Reactant: Br[C:2]([Br:5])(Br)Br.[F:6][C:7]([F:18])([C:11]1[CH:16]=[CH:15][C:14]([F:17])=[CH:13][CH:12]=1)[CH2:8]CO.C1(P(C2C=CC=CC=2)C2C=CC=CC=2)C=CC=CC=1.CCCCCC.CC(=O)OCC. Product: [Br:5][CH2:2][CH2:8][C:7]([C:11]1[CH:16]=[CH:15][C:14]([F:17])=[CH:13][CH:12]=1)([F:6])[F:18]. (3) Reactant: Cl[C:2]1[C:7]([C:8]#[N:9])=[CH:6][N:5]=[C:4]([NH:10][C:11]([N:13]2[C:22]3[C:17](=[CH:18][CH:19]=[C:20]([CH:23]([O:26]C)OC)[N:21]=3)[CH2:16][CH2:15][CH2:14]2)=[O:12])[CH:3]=1.[CH3:28][N:29]1[CH2:33][CH2:32][C:31]2([CH2:38][CH2:37][NH:36][CH2:35][CH2:34]2)[CH2:30]1.[F-].[K+].C([O-])([O-])=O.[K+].[K+].Cl. Product: [C:8]([C:7]1[C:2]([N:36]2[CH2:37][CH2:38][C:31]3([CH2:30][N:29]([CH3:28])[CH2:33][CH2:32]3)[CH2:34][CH2:35]2)=[CH:3][C:4]([NH:10][C:11]([N:13]2[C:22]3[C:17](=[CH:18][CH:19]=[C:20]([CH:23]=[O:26])[N:21]=3)[CH2:16][CH2:15][CH2:14]2)=[O:12])=[N:5][CH:6]=1)#[N:9]. The catalyst class is: 31. (4) Reactant: C(C=P(CCCC)(CCCC)CCCC)#N.[N+:17]([C:20]1[CH:25]=[CH:24][CH:23]=[CH:22][C:21]=1[S:26]([O:29][C:30]1[CH:35]=[CH:34][C:33]([CH:36](O)[CH2:37][N:38]([CH2:51][CH2:52][OH:53])[S:39]([C:42]2[CH:47]=[CH:46][CH:45]=[CH:44][C:43]=2[N+:48]([O-:50])=[O:49])(=[O:41])=[O:40])=[CH:32][CH:31]=1)(=[O:28])=[O:27])([O-:19])=[O:18]. Product: [N+:17]([C:20]1[CH:25]=[CH:24][CH:23]=[CH:22][C:21]=1[S:26]([O:29][C:30]1[CH:35]=[CH:34][C:33]([CH:36]2[O:53][CH2:52][CH2:51][N:38]([S:39]([C:42]3[CH:47]=[CH:46][CH:45]=[CH:44][C:43]=3[N+:48]([O-:50])=[O:49])(=[O:40])=[O:41])[CH2:37]2)=[CH:32][CH:31]=1)(=[O:27])=[O:28])([O-:19])=[O:18]. The catalyst class is: 11. (5) Reactant: [Cl:1][C:2]1[CH:7]=[CH:6][C:5]([CH:8]([C:10]2[CH:15]=[CH:14][CH:13]=[CH:12][CH:11]=2)[NH2:9])=[CH:4][CH:3]=1.C(Cl)CCl.C1C=CC2N(O)N=NC=2C=1.[OH:30][C:31]1[CH:36]=[CH:35][C:34]([CH2:37][C:38](O)=[O:39])=[CH:33][CH:32]=1. Product: [Cl:1][C:2]1[CH:3]=[CH:4][C:5]([CH:8]([C:10]2[CH:11]=[CH:12][CH:13]=[CH:14][CH:15]=2)[NH:9][C:38](=[O:39])[CH2:37][C:34]2[CH:35]=[CH:36][C:31]([OH:30])=[CH:32][CH:33]=2)=[CH:6][CH:7]=1. The catalyst class is: 239. (6) Reactant: [F:1][C:2]1[CH:7]=[CH:6][C:5]([C:8]2[O:9][C:10]([CH3:15])=[C:11]([CH3:14])[N+:12]=2[O-])=[CH:4][C:3]=1[CH3:16].P(Cl)(Cl)([Cl:19])=O. Product: [Cl:19][CH2:14][C:11]1[N:12]=[C:8]([C:5]2[CH:6]=[CH:7][C:2]([F:1])=[C:3]([CH3:16])[CH:4]=2)[O:9][C:10]=1[CH3:15]. The catalyst class is: 22. (7) Reactant: [CH:1]1[CH:2]=[CH:3][C:4]([Cl:21])=[C:5]([C:7]2[C:14]3[CH:15]=[C:16]([Cl:19])[CH:17]=[CH:18][C:13]=3[NH:12][C:10](=[O:11])[CH:9]([OH:20])[N:8]=2)[CH:6]=1.C(O)C. Product: [CH:1]1[CH:2]=[CH:3][C:4]([Cl:21])=[C:5]([C:7]2[C:14]3[CH:15]=[C:16]([Cl:19])[CH:17]=[CH:18][C:13]=3[NH:12][C:10](=[O:11])[CH:9]([OH:20])[N:8]=2)[CH:6]=1. The catalyst class is: 13. (8) Reactant: [CH2:1]([C@@:4]1([CH3:35])[CH2:9][C@H:8]([C:10]2[CH:15]=[CH:14][CH:13]=[C:12]([Cl:16])[CH:11]=2)[C@@H:7]([C:17]2[CH:22]=[CH:21][C:20]([Cl:23])=[CH:19][CH:18]=2)[N:6]([C@@H:24]([CH2:32][CH3:33])[CH2:25][N:26]2[CH2:31][CH2:30][NH:29][CH2:28][CH2:27]2)[C:5]1=[O:34])[CH:2]=[CH2:3].[CH:36]1([S:39](Cl)(=[O:41])=[O:40])[CH2:38][CH2:37]1.C(N(C(C)C)CC)(C)C. Product: [CH2:1]([C@@:4]1([CH3:35])[CH2:9][C@H:8]([C:10]2[CH:15]=[CH:14][CH:13]=[C:12]([Cl:16])[CH:11]=2)[C@@H:7]([C:17]2[CH:22]=[CH:21][C:20]([Cl:23])=[CH:19][CH:18]=2)[N:6]([C@@H:24]([CH2:32][CH3:33])[CH2:25][N:26]2[CH2:27][CH2:28][N:29]([S:39]([CH:36]3[CH2:38][CH2:37]3)(=[O:41])=[O:40])[CH2:30][CH2:31]2)[C:5]1=[O:34])[CH:2]=[CH2:3]. The catalyst class is: 325. (9) Product: [CH3:13][O:14][C:15](=[O:16])[C:17]([NH:12][C:10]1[CH:11]=[C:2]([CH3:1])[CH:3]=[C:4]2[C:9]=1[N:8]=[CH:7][CH:6]=[CH:5]2)=[CH:18][C:19]([O:21][CH3:22])=[O:20]. Reactant: [CH3:1][C:2]1[CH:3]=[C:4]2[C:9](=[C:10]([NH2:12])[CH:11]=1)[N:8]=[CH:7][CH:6]=[CH:5]2.[CH3:13][O:14][C:15]([C:17]#[C:18][C:19]([O:21][CH3:22])=[O:20])=[O:16]. The catalyst class is: 5. (10) Reactant: [CH:1]1([N:4]2[CH2:9][C:8]3([CH2:14][CH2:13][N:12]([CH:15]([C:20]4[CH:25]=[CH:24][C:23]([C:26]5[CH:35]=[C:34]6[C:29]([CH:30]=[CH:31][CH:32]=[N:33]6)=[CH:28][CH:27]=5)=[CH:22][C:21]=4[F:36])[C:16]([O:18]C)=O)[CH2:11][CH2:10]3)[O:7][CH2:6][C:5]2=[O:37])[CH2:3][CH2:2]1.[OH-:38].[K+].[NH2:40]O. Product: [CH:1]1([N:4]2[CH2:9][C:8]3([CH2:14][CH2:13][N:12]([CH:15]([C:20]4[CH:25]=[CH:24][C:23]([C:26]5[CH:35]=[C:34]6[C:29]([CH:30]=[CH:31][CH:32]=[N:33]6)=[CH:28][CH:27]=5)=[CH:22][C:21]=4[F:36])[C:16]([NH:40][OH:38])=[O:18])[CH2:11][CH2:10]3)[O:7][CH2:6][C:5]2=[O:37])[CH2:2][CH2:3]1. The catalyst class is: 111.